From a dataset of Reaction yield outcomes from USPTO patents with 853,638 reactions. Predict the reaction yield, written as a fraction of the theoretical maximum amount of product (1.0 means a 100% yield; for example, 0.34 means a 34% yield). (1) The catalyst is C(O)C. The yield is 0.550. The reactants are FC1C=C([C:12]2[N:17]=[C:16]3[N:18]([CH2:21][C:22]4[CH:23]=[C:24]5[C:29](=[CH:30][CH:31]=4)[N:28]=[CH:27][CH:26]=[CH:25]5)[N:19]=[N:20][C:15]3=[CH:14][CH:13]=2)C=CC=1C(NC)=O.[NH2:32][CH2:33][CH2:34][OH:35].C(=O)([O-])[O-].[Na+].[Na+]. The product is [N:28]1[C:29]2[C:24](=[CH:23][C:22]([CH2:21][N:18]3[C:16]4=[N:17][C:12]([NH:32][CH2:33][CH2:34][OH:35])=[CH:13][CH:14]=[C:15]4[N:20]=[N:19]3)=[CH:31][CH:30]=2)[CH:25]=[CH:26][CH:27]=1. (2) The reactants are Cl[C:2]1[N:7]2[N:8]=[CH:9][C:10]([C:11]([O:13][CH2:14][CH3:15])=[O:12])=[C:6]2[N:5]=[CH:4][C:3]=1[C:16]([N:18]1[CH2:23][CH2:22][C:21]2([C:27]3[CH:28]=[CH:29][CH:30]=[CH:31][C:26]=3[O:25][CH2:24]2)[CH2:20][CH2:19]1)=[O:17].[CH3:32][C:33]1[CH:39]=[CH:38][C:37]([CH3:40])=[CH:36][C:34]=1[NH2:35]. No catalyst specified. The product is [CH3:32][C:33]1[CH:39]=[CH:38][C:37]([CH3:40])=[CH:36][C:34]=1[NH:35][C:2]1[N:7]2[N:8]=[CH:9][C:10]([C:11]([O:13][CH2:14][CH3:15])=[O:12])=[C:6]2[N:5]=[CH:4][C:3]=1[C:16]([N:18]1[CH2:23][CH2:22][C:21]2([C:27]3[CH:28]=[CH:29][CH:30]=[CH:31][C:26]=3[O:25][CH2:24]2)[CH2:20][CH2:19]1)=[O:17]. The yield is 0.860. (3) The reactants are [NH2:1][C:2]1[CH:7]=[C:6]([CH3:8])[CH:5]=[CH:4][C:3]=1[OH:9].[N:10]1[CH:15]=[CH:14][CH:13]=[CH:12][C:11]=1[CH:16]=O.[CH3:18][CH2:19][CH2:20][CH2:21][CH2:22][CH3:23]. The product is [O:9]([C:3]1[CH:4]=[CH:5][C:6]([CH3:8])=[CH:7][C:2]=1/[N:1]=[CH:16]/[C:11]1[CH:12]=[CH:13][CH:14]=[CH:15][N:10]=1)[C:20]1[CH:19]=[CH:18][CH:23]=[CH:22][CH:21]=1. The catalyst is O.C(Cl)Cl. The yield is 0.730. (4) The reactants are [OH:1][CH2:2][C:3]1[CH:4]=[CH:5][C:6]2[S:10][CH:9]=[CH:8][C:7]=2[CH:11]=1.C1C(=O)N([Br:19])C(=O)C1. The catalyst is C1COCC1. The product is [Br:19][C:8]1[C:7]2[CH:11]=[C:3]([CH2:2][OH:1])[CH:4]=[CH:5][C:6]=2[S:10][CH:9]=1. The yield is 0.450. (5) The reactants are Cl[C:2]1[C:7]([N+:8]([O-:10])=[O:9])=[CH:6][CH:5]=[C:4](OC)[N:3]=1.[F:13][C:14]([F:23])([F:22])[C:15]1[CH:16]=[C:17]([OH:21])[CH:18]=[CH:19][CH:20]=1.C(=O)([O-])[O-].[Cs+].[Cs+]. The catalyst is CN(C=O)C. The product is [N+:8]([C:7]1[C:2]([O:21][C:17]2[CH:18]=[CH:19][CH:20]=[C:15]([C:14]([F:13])([F:22])[F:23])[CH:16]=2)=[N:3][CH:4]=[CH:5][CH:6]=1)([O-:10])=[O:9]. The yield is 0.600. (6) The reactants are Cl[C:2]1[CH:11]=[CH:10][C:9]2[C:4](=[CH:5][CH:6]=[C:7]([F:12])[CH:8]=2)[N:3]=1.[CH2:13]([O:15][C:16]1[CH:17]=[C:18]([CH:27]=[CH:28][C:29]=1[O:30][CH3:31])[CH2:19][N:20]1[CH2:25][CH2:24][CH:23]([NH2:26])[CH2:22][CH2:21]1)[CH3:14]. The catalyst is CC(N(C)C)=O. The product is [CH2:13]([O:15][C:16]1[CH:17]=[C:18]([CH:27]=[CH:28][C:29]=1[O:30][CH3:31])[CH2:19][N:20]1[CH2:21][CH2:22][CH:23]([NH:26][C:2]2[CH:11]=[CH:10][C:9]3[C:4](=[CH:5][CH:6]=[C:7]([F:12])[CH:8]=3)[N:3]=2)[CH2:24][CH2:25]1)[CH3:14]. The yield is 0.0400. (7) The reactants are [CH2:1]1[C:7]2[CH:8]=[CH:9][C:10]([C:12](OC)=[O:13])=[CH:11][C:6]=2[CH2:5][CH2:4][N:3]([C:16]([O:18][C:19]([CH3:22])([CH3:21])[CH3:20])=[O:17])[CH2:2]1.[H-].[Al+3].[Li+].[H-].[H-].[H-]. The catalyst is C(OCC)C. The product is [OH:13][CH2:12][C:10]1[CH:9]=[CH:8][C:7]2[CH2:1][CH2:2][N:3]([C:16]([O:18][C:19]([CH3:20])([CH3:21])[CH3:22])=[O:17])[CH2:4][CH2:5][C:6]=2[CH:11]=1. The yield is 0.380. (8) The reactants are C1(C(=[N:14][C:15]2[CH:20]=[C:19]([C:21]3[CH:51]=[CH:50][C:24]4[N:25]([C:28]5[S:32][C:31]([C:33]([O:35][CH3:36])=[O:34])=[C:30]([O:37][C@@H:38]([C:40]6[CH:45]=[CH:44][CH:43]=[CH:42][C:41]=6[C:46]([F:49])([F:48])[F:47])[CH3:39])[CH:29]=5)[CH:26]=[N:27][C:23]=4[CH:22]=3)[CH:18]=[CH:17][N:16]=2)C2C=CC=CC=2)C=CC=CC=1. The catalyst is O1CCCC1.Cl.C(Cl)Cl. The product is [NH2:14][C:15]1[CH:20]=[C:19]([C:21]2[CH:51]=[CH:50][C:24]3[N:25]([C:28]4[S:32][C:31]([C:33]([O:35][CH3:36])=[O:34])=[C:30]([O:37][C@@H:38]([C:40]5[CH:45]=[CH:44][CH:43]=[CH:42][C:41]=5[C:46]([F:47])([F:49])[F:48])[CH3:39])[CH:29]=4)[CH:26]=[N:27][C:23]=3[CH:22]=2)[CH:18]=[CH:17][N:16]=1. The yield is 0.880. (9) The reactants are Br[C:2]1[C:3]([CH3:13])=[C:4]([NH:8][S:9]([CH3:12])(=[O:11])=[O:10])[CH:5]=[CH:6][CH:7]=1.[B:14]1([B:14]2[O:18][C:17]([CH3:20])([CH3:19])[C:16]([CH3:22])([CH3:21])[O:15]2)[O:18][C:17]([CH3:20])([CH3:19])[C:16]([CH3:22])([CH3:21])[O:15]1.C([O-])(=O)C.[K+].N#N. The catalyst is CS(C)=O.C(OCC)(=O)C.C1C=CC(P(C2C=CC=CC=2)[C-]2C=CC=C2)=CC=1.C1C=CC(P(C2C=CC=CC=2)[C-]2C=CC=C2)=CC=1.Cl[Pd]Cl.[Fe+2]. The product is [CH3:13][C:3]1[C:2]([B:14]2[O:18][C:17]([CH3:20])([CH3:19])[C:16]([CH3:22])([CH3:21])[O:15]2)=[CH:7][CH:6]=[CH:5][C:4]=1[NH:8][S:9]([CH3:12])(=[O:11])=[O:10]. The yield is 0.780.